Dataset: Catalyst prediction with 721,799 reactions and 888 catalyst types from USPTO. Task: Predict which catalyst facilitates the given reaction. Reactant: FC(F)(F)S(O[C:7]1[CH:12]=[CH:11][CH:10]=[C:9]([C:13]2[C:22]3[CH2:21][CH2:20][C@H:19]4[C@H:23]([CH3:28])[C:24](=[O:27])[CH2:25][CH2:26][C@:18]4([C:29]4[CH:34]=[CH:33][CH:32]=[CH:31][CH:30]=4)[C:17]=3[N:16]=[C:15]([CH3:35])[N:14]=2)[CH:8]=1)(=O)=O.[OH:38][C:39]1[CH:44]=[CH:43][C:42](B(O)O)=[CH:41][CH:40]=1.[F-].[K+].[O-]P([O-])([O-])=O.[K+].[K+].[K+]. Product: [OH:38][C:39]1[CH:44]=[CH:43][C:42]([C:11]2[CH:12]=[CH:7][CH:8]=[C:9]([C:13]3[C:22]4[CH2:21][CH2:20][C@H:19]5[C@H:23]([CH3:28])[C:24](=[O:27])[CH2:25][CH2:26][C@:18]5([C:29]5[CH:34]=[CH:33][CH:32]=[CH:31][CH:30]=5)[C:17]=4[N:16]=[C:15]([CH3:35])[N:14]=3)[CH:10]=2)=[CH:41][CH:40]=1. The catalyst class is: 70.